Dataset: Catalyst prediction with 721,799 reactions and 888 catalyst types from USPTO. Task: Predict which catalyst facilitates the given reaction. (1) Reactant: F[C:2]1[CH:24]=[CH:23][C:22]([C:25]([F:28])([F:27])[F:26])=[CH:21][C:3]=1[C:4]([N:6]1[CH2:11][CH2:10][N:9]([C:12]([O:14][C:15]([CH3:18])([CH3:17])[CH3:16])=[O:13])[CH2:8][CH:7]1[CH2:19][OH:20])=[O:5].[H-].[Na+]. Product: [O:5]=[C:4]1[C:3]2[CH:21]=[C:22]([C:25]([F:27])([F:26])[F:28])[CH:23]=[CH:24][C:2]=2[O:20][CH2:19][CH:7]2[CH2:8][N:9]([C:12]([O:14][C:15]([CH3:18])([CH3:17])[CH3:16])=[O:13])[CH2:10][CH2:11][N:6]12. The catalyst class is: 9. (2) Reactant: [NH2:1][C:2]1[CH:7]=[C:6]([F:8])[CH:5]=[CH:4][C:3]=1[SH:9].Br[CH2:11][C:12]1[CH:17]=[CH:16][CH:15]=[C:14]([N+:18]([O-:20])=[O:19])[CH:13]=1.C([O-])([O-])=O.[K+].[K+]. Product: [F:8][C:6]1[CH:5]=[CH:4][C:3]([S:9][CH2:11][C:12]2[CH:17]=[CH:16][CH:15]=[C:14]([N+:18]([O-:20])=[O:19])[CH:13]=2)=[C:2]([CH:7]=1)[NH2:1]. The catalyst class is: 3. (3) Reactant: [N:1]1[CH:6]=[CH:5][N:4]=[CH:3][C:2]=1[C:7]#[C:8][CH2:9][CH2:10][OH:11]. Product: [N:1]1[CH:6]=[CH:5][N:4]=[CH:3][C:2]=1[CH2:7][CH2:8][CH2:9][CH2:10][OH:11]. The catalyst class is: 591. (4) Reactant: [CH3:1][C@H:2]1[N:7]2[C:8]([C:11]3([C:14]([F:17])([F:16])[F:15])[CH2:13][CH2:12]3)=[N:9][N:10]=[C:6]2[C@@H:5]([NH:18]C(=O)OC(C)(C)C)[CH2:4][C@H:3]1[C:26]1[CH:31]=[CH:30][CH:29]=[CH:28][CH:27]=1.FC(F)(F)C(O)=O.C(=O)(O)[O-]. Product: [CH3:1][C@H:2]1[N:7]2[C:8]([C:11]3([C:14]([F:15])([F:16])[F:17])[CH2:13][CH2:12]3)=[N:9][N:10]=[C:6]2[C@@H:5]([NH2:18])[CH2:4][C@H:3]1[C:26]1[CH:27]=[CH:28][CH:29]=[CH:30][CH:31]=1. The catalyst class is: 4. (5) Reactant: [CH2:1]([O:8][C:9]1[CH:14]=[CH:13][C:12]([CH2:15][C:16]([OH:18])=O)=[CH:11][CH:10]=1)[C:2]1[CH:7]=[CH:6][CH:5]=[CH:4][CH:3]=1.C(N=C=NC(C)C)(C)C.[CH3:28][O:29][C:30]1[CH:31]=[C:32]([CH2:36][CH2:37][NH2:38])[CH:33]=[CH:34][CH:35]=1. Product: [CH3:28][O:29][C:30]1[CH:31]=[C:32]([CH2:36][CH2:37][NH:38][C:16](=[O:18])[CH2:15][C:12]2[CH:11]=[CH:10][C:9]([O:8][CH2:1][C:2]3[CH:3]=[CH:4][CH:5]=[CH:6][CH:7]=3)=[CH:14][CH:13]=2)[CH:33]=[CH:34][CH:35]=1. The catalyst class is: 9. (6) Reactant: [H-].[H-].[H-].[H-].[Li+].[Al+3].[C:7]([O:11][C:12](=[O:49])[CH2:13][CH:14]([NH:21][S:22]([C:25]1[CH:30]=[CH:29][C:28]([NH:31][C:32]([NH:34][CH3:35])=[S:33])=[CH:27][C:26]=1[O:36][CH2:37][CH2:38][C:39]1[CH:48]=[CH:47][CH:46]=[C:45]2[C:40]=1[CH:41]=[CH:42][CH:43]=[N:44]2)(=[O:24])=[O:23])[C:15](N(OC)C)=[O:16])([CH3:10])([CH3:9])[CH3:8]. Product: [C:7]([O:11][C:12](=[O:49])[CH2:13][CH:14]([NH:21][S:22]([C:25]1[CH:30]=[CH:29][C:28]([NH:31][C:32]([NH:34][CH3:35])=[S:33])=[CH:27][C:26]=1[O:36][CH2:37][CH2:38][C:39]1[CH:48]=[CH:47][CH:46]=[C:45]2[C:40]=1[CH:41]=[CH:42][CH:43]=[N:44]2)(=[O:24])=[O:23])[CH:15]=[O:16])([CH3:10])([CH3:8])[CH3:9]. The catalyst class is: 332. (7) The catalyst class is: 39. Product: [Cl:1][CH2:2][C:3]1[O:5][N:6]=[C:7]([C:9]2[CH:14]=[C:13]([F:15])[CH:12]=[CH:11][C:10]=2[F:16])[N:8]=1. Reactant: [Cl:1][CH2:2][C:3]([O:5][N:6]=[C:7]([C:9]1[CH:14]=[C:13]([F:15])[CH:12]=[CH:11][C:10]=1[F:16])[NH2:8])=O.